From a dataset of CYP3A4 inhibition data for predicting drug metabolism from PubChem BioAssay. Regression/Classification. Given a drug SMILES string, predict its absorption, distribution, metabolism, or excretion properties. Task type varies by dataset: regression for continuous measurements (e.g., permeability, clearance, half-life) or binary classification for categorical outcomes (e.g., BBB penetration, CYP inhibition). Dataset: cyp3a4_veith. (1) The compound is CCN(CCCl)Cc1ccccc1Br. The result is 0 (non-inhibitor). (2) The compound is O=C(Nc1ccccc1C(=O)O)c1ccc2ccccc2n1. The result is 0 (non-inhibitor). (3) The drug is O=C(Cc1cccs1)NNC(=S)NCc1ccc(Cl)cc1. The result is 1 (inhibitor). (4) The drug is CN1C(=O)C(=Cc2ccc(N3CCCCC3)o2)C(=O)N(C)C1=S. The result is 0 (non-inhibitor). (5) The molecule is CCN(CC)c1ncnc2c1ncn2[C@@H]1O[C@@H](COP(=O)(O)OP(=O)(O)C(Br)(Br)P(=O)(O)O)[C@H](O)[C@H]1O. The result is 0 (non-inhibitor). (6) The drug is CCOC(=O)CN1C(=O)C(Sc2n[nH]c(-c3ccc(C)cc3)n2)CCc2ccccc21. The result is 0 (non-inhibitor). (7) The molecule is Cc1ccc(C)c(NC(=O)Cn2nnc(C(=O)NCc3cccs3)c2N)c1. The result is 0 (non-inhibitor). (8) The drug is C[C@@]12CCC(=O)C=C1CC[C@H]1[C@@H]3CC=C(CC(=O)O)[C@]3(C)CC(=O)[C@H]12. The result is 0 (non-inhibitor). (9) The compound is COc1ccc(C(=O)N2CCC[C@@]3(CCN(C(=O)Nc4cccc(F)c4)C3)C2)cc1. The result is 1 (inhibitor).